From a dataset of Reaction yield outcomes from USPTO patents with 853,638 reactions. Predict the reaction yield, written as a fraction of the theoretical maximum amount of product (1.0 means a 100% yield; for example, 0.34 means a 34% yield). (1) The reactants are FC(F)(F)C(O)=O.C(OC([N:15]1[CH2:28][CH2:27][CH2:26][C:25]2[C:24]3[C:19](=[CH:20][C:21]([N:29]4[CH:34]=[CH:33][C:32]([O:35][CH2:36][C:37]5[CH:42]=[CH:41][CH:40]=[CH:39][CH:38]=5)=[CH:31][C:30]4=[O:43])=[CH:22][CH:23]=3)[N:18]([CH3:44])[C:17]=2[CH2:16]1)=O)(C)(C)C. The catalyst is C(Cl)Cl. The product is [CH2:36]([O:35][C:32]1[CH:33]=[CH:34][N:29]([C:21]2[CH:20]=[C:19]3[C:24]([C:25]4[CH2:26][CH2:27][CH2:28][NH:15][CH2:16][C:17]=4[N:18]3[CH3:44])=[CH:23][CH:22]=2)[C:30](=[O:43])[CH:31]=1)[C:37]1[CH:38]=[CH:39][CH:40]=[CH:41][CH:42]=1. The yield is 0.730. (2) The reactants are [C:1]([C:4]1[C:9]([O:10][CH3:11])=[CH:8][C:7]([NH2:12])=[CH:6][C:5]=1[O:13][CH3:14])([CH3:3])=[CH2:2]. The catalyst is C(O)C.[Pd]. The product is [CH:1]([C:4]1[C:9]([O:10][CH3:11])=[CH:8][C:7]([NH2:12])=[CH:6][C:5]=1[O:13][CH3:14])([CH3:3])[CH3:2]. The yield is 0.690. (3) The reactants are [Na].[NH:2]1[CH:6]=[CH:5][N:4]=[CH:3]1.Cl[CH2:8][C:9]1[O:13][C:12]([CH2:14][N:15]([CH2:28][C:29]([F:32])([F:31])[F:30])[C:16]2[CH:23]=[CH:22][C:19]([C:20]#[N:21])=[C:18]([C:24]([F:27])([F:26])[F:25])[CH:17]=2)=[CH:11][CH:10]=1. The catalyst is CN(C=O)C. The product is [N:2]1([CH2:8][C:9]2[O:13][C:12]([CH2:14][N:15]([CH2:28][C:29]([F:32])([F:30])[F:31])[C:16]3[CH:23]=[CH:22][C:19]([C:20]#[N:21])=[C:18]([C:24]([F:25])([F:27])[F:26])[CH:17]=3)=[CH:11][CH:10]=2)[CH:6]=[CH:5][N:4]=[CH:3]1. The yield is 0.250. (4) The reactants are C(OC([N:8]1[CH2:15][CH:14]2[N:16]([C:17](=[O:31])/[CH:18]=[CH:19]/[C:20]3[CH:25]=[CH:24][C:23]([Cl:26])=[CH:22][C:21]=3[NH:27][C:28]([NH2:30])=[O:29])[CH:10]([CH2:11][N:12]([CH2:32][C:33]3[CH:38]=[CH:37][C:36]([F:39])=[CH:35][CH:34]=3)[CH2:13]2)[CH2:9]1)=O)(C)(C)C. The catalyst is CCO. The product is [ClH:26].[Cl:26][C:23]1[CH:24]=[CH:25][C:20](/[CH:19]=[CH:18]/[C:17]([N:16]2[CH:10]3[CH2:9][NH:8][CH2:15][CH:14]2[CH2:13][N:12]([CH2:32][C:33]2[CH:34]=[CH:35][C:36]([F:39])=[CH:37][CH:38]=2)[CH2:11]3)=[O:31])=[C:21]([NH:27][C:28]([NH2:30])=[O:29])[CH:22]=1. The yield is 0.710. (5) The yield is 1.00. The product is [NH:2]1[C:10]2[C:5](=[CH:6][CH:7]=[C:8]([CH2:11][C:12]([OH:14])=[O:13])[CH:9]=2)[CH:4]=[N:3]1. The catalyst is O1CCOCC1. The reactants are Cl.[NH:2]1[C:10]2[C:5](=[CH:6][CH:7]=[C:8]([CH2:11][C:12]([O:14]C(C)(C)C)=[O:13])[CH:9]=2)[CH:4]=[N:3]1. (6) The reactants are [O:1]1[C:5]2([CH2:10][CH2:9][CH:8]([C:11]3[N:16]=[CH:15][C:14]([NH2:17])=[CH:13][CH:12]=3)[CH2:7][CH2:6]2)[O:4][CH2:3][CH2:2]1.N1C=CC=CC=1.Cl[C:25]([O:27][CH2:28][C:29]1[CH:34]=[CH:33][CH:32]=[CH:31][CH:30]=1)=[O:26]. The catalyst is C1COCC1. The product is [O:1]1[C:5]2([CH2:10][CH2:9][CH:8]([C:11]3[N:16]=[CH:15][C:14]([NH:17][C:25](=[O:26])[O:27][CH2:28][C:29]4[CH:34]=[CH:33][CH:32]=[CH:31][CH:30]=4)=[CH:13][CH:12]=3)[CH2:7][CH2:6]2)[O:4][CH2:3][CH2:2]1. The yield is 1.00. (7) The reactants are [CH3:1][C:2]1[O:6][C:5]([C:7]2[CH:12]=[CH:11][CH:10]=[CH:9][CH:8]=2)=[N:4][C:3]=1[CH2:13][O:14][C:15]1[CH:23]=[CH:22][C:18]([CH2:19][O:20][NH2:21])=[CH:17][CH:16]=1.O=[C:25]([C:33]1[CH:38]=[CH:37][CH:36]=[CH:35][N:34]=1)[CH2:26][CH2:27][C:28]([O:30][CH2:31][CH3:32])=[O:29].C(O)(=O)C.C([O-])(=O)C.[Na+]. The catalyst is C(OCC)(=O)C.CCCCCC.O.C(O)C. The product is [CH3:1][C:2]1[O:6][C:5]([C:7]2[CH:8]=[CH:9][CH:10]=[CH:11][CH:12]=2)=[N:4][C:3]=1[CH2:13][O:14][C:15]1[CH:16]=[CH:17][C:18]([CH2:19][O:20]/[N:21]=[C:25](/[C:33]2[CH:38]=[CH:37][CH:36]=[CH:35][N:34]=2)\[CH2:26][CH2:27][C:28]([O:30][CH2:31][CH3:32])=[O:29])=[CH:22][CH:23]=1. The yield is 0.750. (8) The reactants are [CH3:1][O:2][C:3]([CH3:26])([CH3:25])[C:4]#[C:5][C:6]1[S:10][C:9]([C:11]([O:13][CH3:14])=[O:12])=[C:8]([NH:15][CH2:16][C:17]([N:19]2[CH2:24][CH2:23][O:22][CH2:21][CH2:20]2)=[O:18])[CH:7]=1.N1C=CC=CC=1.[CH3:33][C@H:34]1[CH2:39][CH2:38][C@H:37]([C:40](Cl)=[O:41])[CH2:36][CH2:35]1. The catalyst is CN(C1C=CN=CC=1)C.ClCCCl.CCOC(C)=O. The product is [CH3:1][O:2][C:3]([CH3:26])([CH3:25])[C:4]#[C:5][C:6]1[S:10][C:9]([C:11]([O:13][CH3:14])=[O:12])=[C:8]([N:15]([C:40]([C@H:37]2[CH2:38][CH2:39][C@H:34]([CH3:33])[CH2:35][CH2:36]2)=[O:41])[CH2:16][C:17]([N:19]2[CH2:24][CH2:23][O:22][CH2:21][CH2:20]2)=[O:18])[CH:7]=1. The yield is 0.750. (9) The product is [CH3:1][O:3][C:4](=[O:33])[CH:5]([O:30][CH2:31][CH3:32])[CH2:6][C:7]1[CH:12]=[CH:11][C:10]([CH2:13][CH2:14][N:15]([C:23]([O:25][C:26]([CH3:28])([CH3:27])[CH3:29])=[O:24])[CH2:16][CH2:17][CH2:18][CH2:19][CH2:20][CH2:21][CH3:22])=[CH:9][CH:8]=1. The catalyst is CO. The yield is 0.880. The reactants are [CH2:1]([O:3][C:4](=[O:33])[C:5]([O:30][CH2:31][CH3:32])=[CH:6][C:7]1[CH:12]=[CH:11][C:10]([CH2:13][CH2:14][N:15]([C:23]([O:25][C:26]([CH3:29])([CH3:28])[CH3:27])=[O:24])[CH2:16][CH2:17][CH2:18][CH2:19][CH2:20][CH2:21][CH3:22])=[CH:9][CH:8]=1)C.[Mg].